Dataset: Catalyst prediction with 721,799 reactions and 888 catalyst types from USPTO. Task: Predict which catalyst facilitates the given reaction. (1) Reactant: [Na].[C:2]([O:9][CH2:10][CH3:11])(=[O:8])[C:3]([O:5]CC)=O.[C:12]([C:15]1[C:23]2[C:18](=[CH:19][CH:20]=[C:21]([Cl:24])[CH:22]=2)[NH:17][CH:16]=1)(=[O:14])[CH3:13]. Product: [CH2:10]([O:9][C:2](=[O:8])[C:3]([OH:5])=[CH:13][C:12]([C:15]1[C:23]2[C:18](=[CH:19][CH:20]=[C:21]([Cl:24])[CH:22]=2)[NH:17][CH:16]=1)=[O:14])[CH3:11]. The catalyst class is: 14. (2) Reactant: [F:1][CH:2]([F:13])[O:3][C:4]1[CH:11]=[CH:10][C:7]([C:8]#[N:9])=[CH:6][C:5]=1[F:12].[C:14](O[C:14]([O:16][C:17]([CH3:20])([CH3:19])[CH3:18])=[O:15])([O:16][C:17]([CH3:20])([CH3:19])[CH3:18])=[O:15].[BH4-].[Na+].NCCNCCN. Product: [C:17]([O:16][C:14](=[O:15])[NH:9][CH2:8][C:7]1[CH:10]=[CH:11][C:4]([O:3][CH:2]([F:1])[F:13])=[C:5]([F:12])[CH:6]=1)([CH3:20])([CH3:19])[CH3:18]. The catalyst class is: 652. (3) Reactant: [NH2:1][C:2]1[CH:3]=[C:4]2[C:8](=[CH:9][CH:10]=1)[NH:7][C:6](=[O:11])[CH2:5]2.[Cl:12][CH2:13][C:14](Cl)=[O:15]. Product: [Cl:12][CH2:13][C:14]([NH:1][C:2]1[CH:3]=[C:4]2[C:8](=[CH:9][CH:10]=1)[NH:7][C:6](=[O:11])[CH2:5]2)=[O:15]. The catalyst class is: 6. (4) Reactant: Cl.[CH3:2][S:3][C:4]1[C:5]([C:17]2[CH:22]=[CH:21][CH:20]=[CH:19][CH:18]=2)=[N:6][C:7]2[C:12]([C:13]=1[C:14](O)=[O:15])=[CH:11][CH:10]=[CH:9][CH:8]=2.C1C=C2N=NN(O)C2=CC=1.O.CN1CCOCC1.CCN=C=NCCCN(C)C.Cl.[CH:53]1([C@@H:56]([C:58]2[CH:63]=[CH:62][CH:61]=[CH:60][CH:59]=2)[NH2:57])[CH2:55][CH2:54]1. Product: [CH:53]1([C@@H:56]([C:58]2[CH:63]=[CH:62][CH:61]=[CH:60][CH:59]=2)[NH:57][C:14]([C:13]2[C:12]3[C:7](=[CH:8][CH:9]=[CH:10][CH:11]=3)[N:6]=[C:5]([C:17]3[CH:18]=[CH:19][CH:20]=[CH:21][CH:22]=3)[C:4]=2[S:3][CH3:2])=[O:15])[CH2:54][CH2:55]1. The catalyst class is: 2.